Task: Predict the reaction yield, written as a fraction of the theoretical maximum amount of product (1.0 means a 100% yield; for example, 0.34 means a 34% yield).. Dataset: Reaction yield outcomes from USPTO patents with 853,638 reactions (1) The reactants are Br[CH:2]([CH3:12])[C:3]([C:5]1[CH:10]=[CH:9][CH:8]=[C:7]([Cl:11])[CH:6]=1)=[O:4].[NH2:13][C:14]([CH3:18])([CH3:17])[CH2:15][OH:16]. The catalyst is CO. The product is [Cl:11][C:7]1[CH:6]=[C:5]([C@@:3]2([OH:4])[O:16][CH2:15][C:14]([CH3:18])([CH3:17])[NH:13][C@@H:2]2[CH3:12])[CH:10]=[CH:9][CH:8]=1. The yield is 0.750. (2) The reactants are Br[C:2]1[S:10][C:9]2[C:8](=[O:11])[NH:7][C:6]([CH3:13])([CH3:12])[N:5]([CH3:14])[C:4]=2[CH:3]=1.[CH3:15][C:16]1[C:20](B2OC(C)(C)C(C)(C)O2)=[C:19]([CH3:30])[NH:18][N:17]=1.C(=O)([O-])[O-].[Na+].[Na+].COCCOC. The catalyst is O. The product is [CH3:15][C:16]1[C:20]([C:2]2[S:10][C:9]3[C:8](=[O:11])[NH:7][C:6]([CH3:13])([CH3:12])[N:5]([CH3:14])[C:4]=3[CH:3]=2)=[C:19]([CH3:30])[NH:18][N:17]=1. The yield is 0.360. (3) The reactants are [F:1][C:2]1[CH:7]=[CH:6][C:5]([F:8])=[CH:4][C:3]=1[CH2:9][CH:10]([NH:12][C:13]1[CH:18]=[CH:17][NH:16][C:15](=[O:19])[C:14]=1[C:20]1[NH:40][C:23]2=[CH:24][C:25]3[C:26](=[O:39])[N:27]([CH:32]4[CH2:37][CH2:36][N:35]([CH3:38])[CH2:34][CH2:33]4)[C:28](=O)[C:29]=3[CH:30]=[C:22]2[N:21]=1)[CH3:11]. The catalyst is C(O)(=O)C.[Zn]. The product is [F:1][C:2]1[CH:7]=[CH:6][C:5]([F:8])=[CH:4][C:3]=1[CH2:9][CH:10]([NH:12][C:13]1[CH:18]=[CH:17][NH:16][C:15](=[O:19])[C:14]=1[C:20]1[NH:21][C:22]2=[CH:30][C:29]3[CH2:28][N:27]([CH:32]4[CH2:37][CH2:36][N:35]([CH3:38])[CH2:34][CH2:33]4)[C:26](=[O:39])[C:25]=3[CH:24]=[C:23]2[N:40]=1)[CH3:11]. The yield is 0.138. (4) The reactants are [CH3:1][C:2]([O:5][C:6]([N:8]1[CH2:13][CH2:12][CH2:11][CH:10]([C:14]([OH:16])=[O:15])[CH2:9]1)=[O:7])([CH3:4])[CH3:3].[Si](C=[N+]=[N-])(C)(C)[CH3:18]. The catalyst is C(OCC)C.CO. The product is [N:8]1([C:6]([O:5][C:2]([CH3:1])([CH3:3])[CH3:4])=[O:7])[CH2:13][CH2:12][CH2:11][CH:10]([C:14]([O:16][CH3:18])=[O:15])[CH2:9]1. The yield is 1.03. (5) The reactants are [Br:1][C:2]1[CH:3]=[C:4]2[C:9](=[CH:10][CH:11]=1)[O:8][C:7]([CH2:13][CH2:14][OH:15])([CH3:12])[CH2:6][CH:5]2[OH:16]. The catalyst is C(Cl)Cl.O=[Mn]=O. The product is [Br:1][C:2]1[CH:3]=[C:4]2[C:9](=[CH:10][CH:11]=1)[O:8][C:7]([CH2:13][CH2:14][OH:15])([CH3:12])[CH2:6][C:5]2=[O:16]. The yield is 0.650.